Dataset: Full USPTO retrosynthesis dataset with 1.9M reactions from patents (1976-2016). Task: Predict the reactants needed to synthesize the given product. (1) Given the product [F:30][C:27]1[CH:28]=[CH:29][C:24]([O:23][CH2:22][C:20]2[CH:19]=[CH:18][C:17]([F:34])=[C:16]([C:15]([N:12]3[CH2:11][CH2:10][NH:9][CH2:14][CH2:13]3)=[O:35])[CH:21]=2)=[C:25]([CH:26]=1)[C:31]([NH2:32])=[O:33], predict the reactants needed to synthesize it. The reactants are: Cl.C(OC([N:9]1[CH2:14][CH2:13][N:12]([C:15](=[O:35])[C:16]2[CH:21]=[C:20]([CH2:22][O:23][C:24]3[CH:29]=[CH:28][C:27]([F:30])=[CH:26][C:25]=3[C:31](=[O:33])[NH2:32])[CH:19]=[CH:18][C:17]=2[F:34])[CH2:11][CH2:10]1)=O)(C)(C)C. (2) The reactants are: Br[C:2]1[CH:3]=[C:4]([C:9]([OH:11])=O)[CH:5]=[N:6][C:7]=1Cl.[CH3:12][N:13]1[C:17]([CH2:18][OH:19])=[N:16][CH:15]=[N:14]1.[Cl:20][C:21]1[CH:26]=[CH:25][C:24](B(O)O)=[CH:23][CH:22]=1.[NH2:30][CH2:31][C@H:32]1[CH2:37][CH2:36][CH2:35][CH2:34][C@H:33]1[OH:38]. Given the product [Cl:20][C:21]1[CH:26]=[CH:25][C:24]([C:2]2[C:7]([O:19][CH2:18][C:17]3[N:13]([CH3:12])[N:14]=[CH:15][N:16]=3)=[N:6][CH:5]=[C:4]([CH:3]=2)[C:9]([NH:30][CH2:31][C@@H:32]2[CH2:37][CH2:36][CH2:35][CH2:34][C@@H:33]2[OH:38])=[O:11])=[CH:23][CH:22]=1, predict the reactants needed to synthesize it.